The task is: Predict the reactants needed to synthesize the given product.. This data is from Full USPTO retrosynthesis dataset with 1.9M reactions from patents (1976-2016). (1) The reactants are: [C:1]([C:4]1[CH:11]=[CH:10][C:7]([C:8]#[N:9])=[CH:6][CH:5]=1)(=[O:3])[CH3:2].[OH-].[Na+].O.[CH:15](=O)[C:16]1[CH:21]=[CH:20][CH:19]=[CH:18][CH:17]=1. Given the product [C:8]([C:7]1[CH:10]=[CH:11][C:4]([C:1](=[O:3])[CH:2]=[CH:15][C:16]2[CH:21]=[CH:20][CH:19]=[CH:18][CH:17]=2)=[CH:5][CH:6]=1)#[N:9], predict the reactants needed to synthesize it. (2) Given the product [Br:1][C:2]1[CH:3]=[N:4][N:5]2[CH:10]=[CH:9][C:8]([N:16]3[C@@H:15]([CH2:12][CH2:13][CH3:14])[CH2:19][O:18][C:17]3=[O:20])=[N:7][C:6]=12, predict the reactants needed to synthesize it. The reactants are: [Br:1][C:2]1[CH:3]=[N:4][N:5]2[CH:10]=[CH:9][C:8](Cl)=[N:7][C:6]=12.[CH2:12]([C@H:15]1[CH2:19][O:18][C:17](=[O:20])[NH:16]1)[CH2:13][CH3:14].[H-].[Na+].[NH4+].[Cl-]. (3) Given the product [CH3:1][N:2]1[C:10]2[C:5](=[CH:6][C:7]([S:11][C:12]3[CH:17]=[CH:16][C:15](/[CH:18]=[CH:19]/[C:20]([N:22]4[CH2:23][CH2:24][CH:25]([C:28]([OH:30])=[O:29])[CH2:26][CH2:27]4)=[O:21])=[C:14]([Cl:33])[C:13]=3[Cl:34])=[CH:8][CH:9]=2)[CH:4]=[CH:3]1, predict the reactants needed to synthesize it. The reactants are: [CH3:1][N:2]1[C:10]2[C:5](=[CH:6][C:7]([S:11][C:12]3[CH:17]=[CH:16][C:15](/[CH:18]=[CH:19]/[C:20]([N:22]4[CH2:27][CH2:26][CH:25]([C:28]([O:30]CC)=[O:29])[CH2:24][CH2:23]4)=[O:21])=[C:14]([Cl:33])[C:13]=3[Cl:34])=[CH:8][CH:9]=2)[CH:4]=[CH:3]1.[OH-].[K+].[OH-].[Na+]. (4) Given the product [NH:28]1[C:36]2[C:31](=[CH:32][CH:33]=[CH:34][CH:35]=2)[CH:30]=[C:29]1[C:37]([NH:48][C:49]1([C:55]#[C:56][C:57]2[CH:58]=[CH:59][C:60]([C:61]([O:63][CH3:64])=[O:62])=[CH:65][CH:66]=2)[CH2:54][CH2:53][CH2:52][CH2:51][CH2:50]1)=[O:39], predict the reactants needed to synthesize it. The reactants are: F[P-](F)(F)(F)(F)F.N1(O[P+](N(C)C)(N(C)C)N(C)C)C2C=CC=CC=2N=N1.[NH:28]1[C:36]2[C:31](=[CH:32][CH:33]=[CH:34][CH:35]=2)[CH:30]=[C:29]1[C:37]([OH:39])=O.C(N(CC)CC)C.Cl.[NH2:48][C:49]1([C:55]#[C:56][C:57]2[CH:66]=[CH:65][C:60]([C:61]([O:63][CH3:64])=[O:62])=[CH:59][CH:58]=2)[CH2:54][CH2:53][CH2:52][CH2:51][CH2:50]1. (5) The reactants are: Br[C:2]1[CH:7]=[CH:6][C:5]([O:8][CH2:9][CH2:10][CH2:11][CH3:12])=[C:4]([F:13])[CH:3]=1.[Li]CCCC.[B:19](OC)([O:22]C)[O:20]C.Cl. Given the product [CH2:9]([O:8][C:5]1[CH:6]=[CH:7][C:2]([B:19]([OH:22])[OH:20])=[CH:3][C:4]=1[F:13])[CH2:10][CH2:11][CH3:12], predict the reactants needed to synthesize it. (6) Given the product [CH2:36]([O:15][C:13](=[O:14])[CH2:16][C:7]1[C:6]2[CH:11]=[CH:12][C:3]([O:2][CH3:1])=[CH:4][C:5]=2[O:9][CH:8]=1)[CH3:37], predict the reactants needed to synthesize it. The reactants are: [CH3:1][O:2][C:3]1[CH:12]=[CH:11][C:6]2[C:7](=O)[CH2:8][O:9][C:5]=2[CH:4]=1.[C:13]([CH:16]=P(C1C=CC=CC=1)(C1C=CC=CC=1)C1C=CC=CC=1)([OH:15])=[O:14].[C:36]1(C)C=CC=C[CH:37]=1. (7) Given the product [NH2:1][C:2]1[S:3][CH:4]=[C:5]2[C:10]=1[C:9](=[O:11])[N:8]([C:12]1[CH:17]=[CH:16][C:15]([NH2:24])=[CH:14][CH:13]=1)[N:7]=[C:6]2[C:19]([O:21][CH2:22][CH3:23])=[O:20], predict the reactants needed to synthesize it. The reactants are: [NH2:1][C:2]1[S:3][CH:4]=[C:5]2[C:10]=1[C:9](=[O:11])[N:8]([C:12]1[CH:17]=[CH:16][C:15](Cl)=[CH:14][CH:13]=1)[N:7]=[C:6]2[C:19]([O:21][CH2:22][CH3:23])=[O:20].[NH2:24]C1C=CC(N2C(=O)C(C#N)=C(C)C(C(OCC)=O)=N2)=CC=1. (8) Given the product [F:10][C:11]1[CH:16]=[CH:15][C:14]([S:17]([NH:9][CH:5]2[CH:4]([CH2:1][CH:2]=[CH2:3])[CH2:8][O:7][CH2:6]2)(=[O:19])=[O:18])=[CH:13][CH:12]=1, predict the reactants needed to synthesize it. The reactants are: [CH2:1]([CH:4]1[CH2:8][O:7][CH2:6][CH:5]1[NH2:9])[CH:2]=[CH2:3].[F:10][C:11]1[CH:16]=[CH:15][C:14]([S:17](Cl)(=[O:19])=[O:18])=[CH:13][CH:12]=1. (9) Given the product [O:18]1[CH:19]=[CH:20][C:16]([C:9]2[CH:10]=[C:11]([C:12]([F:13])([F:15])[F:14])[C:6]3[N:7]([C:3]([CH:1]=[O:2])=[C:4]([C:21]([N:24]4[CH2:25][CH2:26][CH:27]([N:30]5[CH2:34][CH2:33][O:32][C:31]5=[O:35])[CH2:28][CH2:29]4)=[O:23])[N:5]=3)[CH:8]=2)=[CH:17]1, predict the reactants needed to synthesize it. The reactants are: [CH:1]([C:3]1[N:7]2[CH:8]=[C:9]([C:16]3[CH:20]=[CH:19][O:18][CH:17]=3)[CH:10]=[C:11]([C:12]([F:15])([F:14])[F:13])[C:6]2=[N:5][C:4]=1[C:21]([OH:23])=O)=[O:2].[NH:24]1[CH2:29][CH2:28][CH:27]([N:30]2[CH2:34][CH2:33][O:32][C:31]2=[O:35])[CH2:26][CH2:25]1.C(Cl)CCl.C1C=CC2N(O)N=NC=2C=1.CCN(CC)CC.